From a dataset of Forward reaction prediction with 1.9M reactions from USPTO patents (1976-2016). Predict the product of the given reaction. (1) The product is: [CH3:1][O:2][C:3]1[CH:4]=[C:5]2[C:6](=[CH:7][C:8]=1[O:9][CH3:10])[C:14]([CH2:15][CH2:16][C:17]1[CH:22]=[CH:21][C:20]([C:23]([F:26])([F:25])[F:24])=[CH:19][CH:18]=1)([CH2:35][S:36]([OH:39])(=[O:38])=[O:37])[NH:13][CH2:12][CH2:11]2. Given the reactants [CH3:1][O:2][C:3]1[CH:4]=[C:5]([CH2:11][CH2:12][NH:13][C:14](=O)[CH2:15][CH2:16][C:17]2[CH:22]=[CH:21][C:20]([C:23]([F:26])([F:25])[F:24])=[CH:19][CH:18]=2)[CH:6]=[CH:7][C:8]=1[O:9][CH3:10].P(Cl)(Cl)(Cl)=O.[OH-].[Na+].[CH3:35][S:36]([OH:39])(=[O:38])=[O:37], predict the reaction product. (2) Given the reactants [Cl:1][C:2]1[CH:44]=[CH:43][C:5]([CH2:6][N:7]2[C:15]3[C:10](=[N:11][C:12]([C:22]([O:24]C)=[O:23])=[N:13][C:14]=3[NH:16][C@@H:17]([CH:19]3[CH2:21][CH2:20]3)[CH3:18])[N:9]=[C:8]2[C:26]2[CH:31]=[C:30]([CH3:32])[CH:29]=[CH:28][C:27]=2[O:33][CH2:34][CH2:35][CH2:36][N:37]2[CH2:42][CH2:41][O:40][CH2:39][CH2:38]2)=[CH:4][CH:3]=1.CO.O.[OH-].[Li+], predict the reaction product. The product is: [Cl:1][C:2]1[CH:44]=[CH:43][C:5]([CH2:6][N:7]2[C:15]3[C:10](=[N:11][C:12]([C:22]([OH:24])=[O:23])=[N:13][C:14]=3[NH:16][C@@H:17]([CH:19]3[CH2:21][CH2:20]3)[CH3:18])[N:9]=[C:8]2[C:26]2[CH:31]=[C:30]([CH3:32])[CH:29]=[CH:28][C:27]=2[O:33][CH2:34][CH2:35][CH2:36][N:37]2[CH2:38][CH2:39][O:40][CH2:41][CH2:42]2)=[CH:4][CH:3]=1. (3) Given the reactants [NH2:1][CH2:2][CH2:3][C:4]1[C:12]2[C:7](=[CH:8][CH:9]=[CH:10][CH:11]=2)[NH:6][CH:5]=1.[OH:13][C:14]1[CH:21]=[CH:20][C:17]([CH:18]=O)=[CH:16][CH:15]=1.FC(F)(F)C(O)=O, predict the reaction product. The product is: [CH:18]1([C:17]2[CH:20]=[CH:21][C:14]([OH:13])=[CH:15][CH:16]=2)[C:5]2[NH:6][C:7]3[C:12](=[CH:11][CH:10]=[CH:9][CH:8]=3)[C:4]=2[CH2:3][CH2:2][NH:1]1. (4) Given the reactants [OH-].[Na+].Cl[C:4]([O:6][CH2:7][CH3:8])=[O:5].O.[NH2:10][CH2:11][C@H:12]([OH:14])[CH3:13], predict the reaction product. The product is: [CH2:7]([O:6][C:4]([NH:10][CH2:11][C@H:12]([OH:14])[CH3:13])=[O:5])[CH3:8]. (5) Given the reactants ClC(N(C)C)=C(C)C.[N:9]1([C:13]([C:15]2[N:20]=[CH:19][C:18]([O:21][C:22]3[CH:23]=[C:24]([CH:28]=[C:29]([O:31][CH2:32][C:33]4[CH:38]=[CH:37][CH:36]=[CH:35][CH:34]=4)[CH:30]=3)[C:25]([OH:27])=O)=[CH:17][CH:16]=2)=[O:14])[CH2:12][CH2:11][CH2:10]1.[NH2:39][C:40]1[CH:45]=[N:44][C:43]([CH3:46])=[CH:42][N:41]=1.N1C=CC=CC=1, predict the reaction product. The product is: [N:9]1([C:13]([C:15]2[N:20]=[CH:19][C:18]([O:21][C:22]3[CH:23]=[C:24]([CH:28]=[C:29]([O:31][CH2:32][C:33]4[CH:34]=[CH:35][CH:36]=[CH:37][CH:38]=4)[CH:30]=3)[C:25]([NH:39][C:40]3[CH:45]=[N:44][C:43]([CH3:46])=[CH:42][N:41]=3)=[O:27])=[CH:17][CH:16]=2)=[O:14])[CH2:12][CH2:11][CH2:10]1. (6) Given the reactants [NH2:1]CC(N[C@@H]1CCN(C2CCN(C3C=CC(OC)=CC=3)CC2)C1)=O.C(N(CC)CC)C.Cl[C:33]1[CH:34]=[C:35]([CH:39]=[CH:40][C:41]=1Cl)[C:36](Cl)=[O:37].C([O-])(O)=O.[Na+], predict the reaction product. The product is: [C:36]([NH2:1])(=[O:37])[C:35]1[CH:39]=[CH:40][CH:41]=[CH:33][CH:34]=1. (7) Given the reactants [CH:1]1[C:11]([Br:12])=[CH:10][C:9]2[C:3](=[N:4][C:5]([NH:7][N+:8]=2[O-:13])=O)[CH:2]=1.O=P(Cl)(Cl)[Cl:16], predict the reaction product. The product is: [Br:12][C:11]1[CH:1]=[CH:2][C:3]2[N:4]=[C:5]([Cl:16])[N:7]=[N+:8]([O-:13])[C:9]=2[CH:10]=1. (8) Given the reactants [CH2:1]([C:3]([C:28]1[CH:33]=[CH:32][C:31]([OH:34])=[C:30]([CH3:35])[CH:29]=1)([C:6]1[CH:11]=[CH:10][C:9](/[CH:12]=[CH:13]/[C:14]([O:23][CH2:24][O:25][CH3:26])([C:19]([F:22])([F:21])[F:20])[C:15]([F:18])([F:17])[F:16])=[C:8]([CH3:27])[CH:7]=1)[CH2:4][CH3:5])[CH3:2].N1C=CC=CC=1.[O:42](S(C(F)(F)F)(=O)=O)[S:43]([C:46]([F:49])([F:48])[F:47])(=O)=[O:44].C(OCC)(=O)C, predict the reaction product. The product is: [CH2:1]([C:3]([C:28]1[CH:33]=[CH:32][C:31]([O:34][S:43]([C:46]([F:49])([F:48])[F:47])(=[O:44])=[O:42])=[C:30]([CH3:35])[CH:29]=1)([C:6]1[CH:11]=[CH:10][C:9](/[CH:12]=[CH:13]/[C:14]([O:23][CH2:24][O:25][CH3:26])([C:19]([F:20])([F:21])[F:22])[C:15]([F:18])([F:17])[F:16])=[C:8]([CH3:27])[CH:7]=1)[CH2:4][CH3:5])[CH3:2]. (9) Given the reactants CCN(C(C)C)C(C)C.FC(F)(F)C(O)=O.[CH:17]1([NH:20][C:21](=[O:31])[C:22]2[CH:27]=[CH:26][C:25]([CH3:28])=[C:24]([NH:29][NH2:30])[CH:23]=2)[CH2:19][CH2:18]1.C(O[CH:35]=[C:36]([C:39]#[N:40])[C:37]#[N:38])C, predict the reaction product. The product is: [NH2:40][C:39]1[N:29]([C:24]2[CH:23]=[C:22]([CH:27]=[CH:26][C:25]=2[CH3:28])[C:21]([NH:20][CH:17]2[CH2:19][CH2:18]2)=[O:31])[N:30]=[CH:35][C:36]=1[C:37]#[N:38]. (10) Given the reactants Cl[C:2]1[C:3]([NH2:9])=[N:4][CH:5]=[N:6][C:7]=1Cl.[NH2:10][CH2:11][CH:12]1[CH2:16][CH2:15][N:14]([C:17]([O:19]C(C)(C)C)=O)[CH2:13]1.[C:24]1([NH:30][C:31](=[O:47])[C:32]2[CH:37]=[CH:36][C:35](B3OC(C)(C)C(C)(C)O3)=[CH:34][CH:33]=2)[CH:29]=[CH:28][CH:27]=[CH:26][CH:25]=1.[C:48](Cl)(=O)[CH:49]=C, predict the reaction product. The product is: [C:17]([N:14]1[CH2:15][CH2:16][CH:12]([CH2:11][NH:10][C:7]2[C:2]([C:35]3[CH:36]=[CH:37][C:32]([C:31]([NH:30][C:24]4[CH:29]=[CH:28][CH:27]=[CH:26][CH:25]=4)=[O:47])=[CH:33][CH:34]=3)=[C:3]([NH2:9])[N:4]=[CH:5][N:6]=2)[CH2:13]1)(=[O:19])[CH:48]=[CH2:49].